From a dataset of Full USPTO retrosynthesis dataset with 1.9M reactions from patents (1976-2016). Predict the reactants needed to synthesize the given product. (1) Given the product [C:1]([O:5][C:6]([N:8]1[CH2:13][CH2:12][CH:11]([O:14][C:15]2[CH:16]=[N:17][C:18]([N:22]3[C:30]4[C:25](=[CH:26][C:27]([C:31]([N:33]5[CH2:37][CH2:36][CH2:35][CH2:34]5)=[O:32])=[CH:28][CH:29]=4)[CH:24]=[CH:23]3)=[CH:19][CH:20]=2)[CH2:10][CH2:9]1)=[O:7])([CH3:4])([CH3:3])[CH3:2], predict the reactants needed to synthesize it. The reactants are: [C:1]([O:5][C:6]([N:8]1[CH2:13][CH2:12][CH:11]([O:14][C:15]2[CH:16]=[N:17][C:18](Cl)=[CH:19][CH:20]=2)[CH2:10][CH2:9]1)=[O:7])([CH3:4])([CH3:3])[CH3:2].[NH:22]1[C:30]2[C:25](=[CH:26][C:27]([C:31]([N:33]3[CH2:37][CH2:36][CH2:35][CH2:34]3)=[O:32])=[CH:28][CH:29]=2)[CH:24]=[CH:23]1. (2) Given the product [O:29]=[S:2]1(=[O:1])[CH2:7][CH2:6][N:5]([C:8]([C:10]2[N:11]([CH:31]([CH3:34])[C:32]#[N:33])[C:12]3[C:17]([CH:18]=2)=[CH:16][C:15]([O:19][CH:20]2[CH2:25][CH2:24][N:23]([CH:26]([CH3:27])[CH3:28])[CH2:22][CH2:21]2)=[CH:14][CH:13]=3)=[O:9])[CH2:4][CH2:3]1, predict the reactants needed to synthesize it. The reactants are: [O:1]=[S:2]1(=[O:29])[CH2:7][CH2:6][N:5]([C:8]([C:10]2[NH:11][C:12]3[C:17]([CH:18]=2)=[CH:16][C:15]([O:19][CH:20]2[CH2:25][CH2:24][N:23]([CH:26]([CH3:28])[CH3:27])[CH2:22][CH2:21]2)=[CH:14][CH:13]=3)=[O:9])[CH2:4][CH2:3]1.Br[CH:31]([CH3:34])[C:32]#[N:33]. (3) Given the product [Si:1]([O:8][CH2:9][C@H:10]([CH3:30])[O:11][C:12]1[CH:13]=[C:14]([CH:19]=[C:20]([OH:22])[CH:21]=1)[C:15]([O:17][CH3:18])=[O:16])([C:4]([CH3:7])([CH3:6])[CH3:5])([CH3:3])[CH3:2], predict the reactants needed to synthesize it. The reactants are: [Si:1]([O:8][CH2:9][C@H:10]([CH3:30])[O:11][C:12]1[CH:13]=[C:14]([CH:19]=[C:20]([O:22]CC2C=CC=CC=2)[CH:21]=1)[C:15]([O:17][CH3:18])=[O:16])([C:4]([CH3:7])([CH3:6])[CH3:5])([CH3:3])[CH3:2]. (4) Given the product [Cl:47][C:48]1[CH:49]=[C:50]([N:54]2[CH2:59][CH2:58][N:57]([C:45]3[N:44]([C:35]4[CH:36]=[C:37]([C:40]([F:43])([F:42])[F:41])[CH:38]=[CH:39][C:34]=4[F:33])[CH:27]([CH2:28][C:29]([O:31][CH3:32])=[O:30])[C:22]4[C:21](=[CH:26][CH:25]=[CH:24][CH:23]=4)[N:20]=3)[CH2:56][CH2:55]2)[CH:51]=[CH:52][CH:53]=1, predict the reactants needed to synthesize it. The reactants are: C1(P(=[N:20][C:21]2[CH:26]=[CH:25][CH:24]=[CH:23][C:22]=2/[CH:27]=[CH:28]/[C:29]([O:31][CH3:32])=[O:30])(C2C=CC=CC=2)C2C=CC=CC=2)C=CC=CC=1.[F:33][C:34]1[CH:39]=[CH:38][C:37]([C:40]([F:43])([F:42])[F:41])=[CH:36][C:35]=1[N:44]=[C:45]=O.[Cl:47][C:48]1[CH:49]=[C:50]([N:54]2[CH2:59][CH2:58][NH:57][CH2:56][CH2:55]2)[CH:51]=[CH:52][CH:53]=1.